This data is from Catalyst prediction with 721,799 reactions and 888 catalyst types from USPTO. The task is: Predict which catalyst facilitates the given reaction. (1) Reactant: [NH2:1][C:2]1[C:3]([C:12]#[C:13][C:14]2[N:15]([CH3:25])[N:16]=[C:17]3[C:22]=2[CH:21]=[CH:20][C:19]([O:23][CH3:24])=[CH:18]3)=[N:4][CH:5]=[CH:6][C:7]=1[C:8]([O:10][CH3:11])=[O:9].C([O-])([O-])=O.[Ca+2]. Product: [CH3:24][O:23][C:19]1[CH:20]=[CH:21][C:22]2[C:17]([CH:18]=1)=[N:16][N:15]([CH3:25])[C:14]=2[C:13]1[NH:1][C:2]2[C:3](=[N:4][CH:5]=[CH:6][C:7]=2[C:8]([O:10][CH3:11])=[O:9])[CH:12]=1. The catalyst class is: 122. (2) Reactant: [NH2:1][C@@H:2]([C:19]([CH3:22])([CH3:21])[CH3:20])[C:3]([NH:5][C@H:6]1[C:14]2[C:9](=[CH:10][CH:11]=[CH:12][CH:13]=2)[CH2:8][C@H:7]1[O:15][C:16](=[O:18])[CH3:17])=[O:4].[C:23]([O-])(O)=[O:24].[Na+].[CH2:28]([O:30][C:31]([C@:33]1([NH:38][C:39]([C@@H:41]2[CH2:45][C@@H:44]([OH:46])[CH2:43][NH:42]2)=[O:40])[CH2:35][C@@H:34]1[CH:36]=[CH2:37])=[O:32])[CH3:29]. Product: [CH2:28]([O:30][C:31]([C@@:33]1([NH:38][C:39]([C@@H:41]2[CH2:45][C@@H:44]([OH:46])[CH2:43][N:42]2[C:23](=[O:24])[NH:1][C@H:2]([C:3](=[O:4])[NH:5][C@H:6]2[C:14]3[C:9](=[CH:10][CH:11]=[CH:12][CH:13]=3)[CH2:8][C@H:7]2[O:15][C:16](=[O:18])[CH3:17])[C:19]([CH3:22])([CH3:21])[CH3:20])=[O:40])[CH2:35][C@H:34]1[CH:36]=[CH2:37])=[O:32])[CH3:29]. The catalyst class is: 10. (3) Reactant: [CH3:1][O:2][C:3]1[CH:4]=[C:5]2[C:10](=[CH:11][C:12]=1[O:13][CH3:14])[N:9]=[CH:8][CH:7]=[C:6]2[O:15][C:16]1[CH:22]=[CH:21][C:19]([NH2:20])=[CH:18][CH:17]=1.C1(C)C=CC=CC=1.C(N(CC)CC)C.ClC(Cl)(O[C:41](=[O:47])[O:42][C:43](Cl)(Cl)Cl)Cl.[CH3:49][O:50][C:51]1[CH:52]=[C:53]([CH:56]=[CH:57][C:58]=1[O:59][CH3:60])CO. Product: [CH3:1][O:2][C:3]1[CH:4]=[C:5]2[C:10](=[CH:11][C:12]=1[O:13][CH3:14])[N:9]=[CH:8][CH:7]=[C:6]2[O:15][C:16]1[CH:22]=[CH:21][C:19]([NH:20][C:41](=[O:47])[O:42][CH2:43][C:56]2[CH:53]=[CH:52][C:51]([O:50][CH3:49])=[C:58]([O:59][CH3:60])[CH:57]=2)=[CH:18][CH:17]=1. The catalyst class is: 2. (4) Reactant: [Sn](Cl)Cl.[N:4]12[CH2:11][CH2:10][CH:7]([CH2:8][CH2:9]1)[C@@H:6]([NH:12][C:13]([C:15]1[O:16][C:17]3[CH:23]=[C:22]([N+:24]([O-])=O)[CH:21]=[CH:20][C:18]=3[CH:19]=1)=[O:14])[CH2:5]2. Product: [N:4]12[CH2:9][CH2:8][CH:7]([CH2:10][CH2:11]1)[C@@H:6]([NH:12][C:13]([C:15]1[O:16][C:17]3[CH:23]=[C:22]([NH2:24])[CH:21]=[CH:20][C:18]=3[CH:19]=1)=[O:14])[CH2:5]2. The catalyst class is: 3. (5) Reactant: [NH2:1][C:2]1[N:7]=[C:6]([NH:8]/[C:9](/[NH:23][CH2:24][C:25]2[CH:30]=[CH:29][CH:28]=[CH:27][C:26]=2[C:31]([F:34])([F:33])[F:32])=[N:10]\[C:11](=[O:22])[C:12]2[CH:17]=[CH:16][C:15]([C:18]([F:21])([F:20])[F:19])=[CH:14][CH:13]=2)[CH:5]=[CH:4][CH:3]=1.N1C=CC=CC=1.[S:41](Cl)([CH3:44])(=[O:43])=[O:42]. Product: [CH3:44][S:41]([NH:1][C:2]1[N:7]=[C:6]([NH:8]/[C:9](/[NH:23][CH2:24][C:25]2[CH:30]=[CH:29][CH:28]=[CH:27][C:26]=2[C:31]([F:34])([F:32])[F:33])=[N:10]\[C:11](=[O:22])[C:12]2[CH:17]=[CH:16][C:15]([C:18]([F:19])([F:20])[F:21])=[CH:14][CH:13]=2)[CH:5]=[CH:4][CH:3]=1)(=[O:43])=[O:42]. The catalyst class is: 4. (6) Reactant: CO[Na].[CH3:4][O:5][CH:6]([CH:8]1[CH:10]([CH3:11])[O:9]1)[CH3:7].[CH3:12][OH:13].OS(O)(=O)=O. Product: [CH3:12][O:13][CH:10]([CH:8]([OH:9])[CH:6]([O:5][CH3:4])[CH3:7])[CH3:11]. The catalyst class is: 5. (7) Reactant: C[O:2][C:3](=[O:41])[C:4]1[CH:9]=[CH:8][CH:7]=[C:6]([O:10][C:11]2[S:15][C:14]([NH:16][C:17](=[O:40])[CH:18]([C:26]3[CH:27]=[N:28][C:29]([S:32]([CH:35]4[CH2:39][CH2:38][CH2:37][CH2:36]4)(=[O:34])=[O:33])=[CH:30][CH:31]=3)[O:19][CH:20]3[CH2:25][CH2:24][O:23][CH2:22][CH2:21]3)=[N:13][CH:12]=2)[CH:5]=1.[Li+].[OH-]. Product: [CH:35]1([S:32]([C:29]2[N:28]=[CH:27][C:26]([CH:18]([O:19][CH:20]3[CH2:21][CH2:22][O:23][CH2:24][CH2:25]3)[C:17]([NH:16][C:14]3[S:15][C:11]([O:10][C:6]4[CH:5]=[C:4]([CH:9]=[CH:8][CH:7]=4)[C:3]([OH:41])=[O:2])=[CH:12][N:13]=3)=[O:40])=[CH:31][CH:30]=2)(=[O:33])=[O:34])[CH2:36][CH2:37][CH2:38][CH2:39]1. The catalyst class is: 776. (8) Product: [Br:1][C:2]1[S:6][C:5]([CH2:7][NH:8][S:16]([C:11]2[CH:12]=[CH:13][CH:14]=[CH:15][C:10]=2[Cl:9])(=[O:18])=[O:17])=[CH:4][CH:3]=1. The catalyst class is: 4. Reactant: [Br:1][C:2]1[S:6][C:5]([CH2:7][NH2:8])=[CH:4][CH:3]=1.[Cl:9][C:10]1[CH:15]=[CH:14][CH:13]=[CH:12][C:11]=1[S:16](Cl)(=[O:18])=[O:17].C(N(CC)C(C)C)(C)C.